This data is from Reaction yield outcomes from USPTO patents with 853,638 reactions. The task is: Predict the reaction yield, written as a fraction of the theoretical maximum amount of product (1.0 means a 100% yield; for example, 0.34 means a 34% yield). (1) The reactants are Br.Br[CH2:3][C:4]([C:6]1[CH:11]=[CH:10][N:9]=[CH:8][CH:7]=1)=O.[OH:12][C:13]1[CH:18]=[CH:17][C:16]([NH:19][C:20]([NH2:22])=[S:21])=[CH:15][CH:14]=1.N. The catalyst is CCO.O. The product is [N:9]1[CH:10]=[CH:11][C:6]([C:4]2[N:22]=[C:20]([NH:19][C:16]3[CH:17]=[CH:18][C:13]([OH:12])=[CH:14][CH:15]=3)[S:21][CH:3]=2)=[CH:7][CH:8]=1. The yield is 0.810. (2) The reactants are Cl[C:2]1[N:7]=[CH:6][C:5]([CH2:8][O:9][CH2:10][C:11]2[CH:16]=[CH:15][C:14]([C:17]3[C:18]([C:23]#[N:24])=[CH:19][CH:20]=[CH:21][CH:22]=3)=[CH:13][CH:12]=2)=[CH:4][CH:3]=1.O.[NH2:26][NH2:27]. The catalyst is C(O)C. The product is [NH:26]([C:2]1[N:7]=[CH:6][C:5]([CH2:8][O:9][CH2:10][C:11]2[CH:16]=[CH:15][C:14]([C:17]3[C:18]([C:23]#[N:24])=[CH:19][CH:20]=[CH:21][CH:22]=3)=[CH:13][CH:12]=2)=[CH:4][CH:3]=1)[NH2:27]. The yield is 0.560. (3) The reactants are C1(P(C2CCCCC2)C2C=CC=CC=2C2C(OC)=CC=CC=2OC)CCCCC1.C(=O)([O-])[O-].[K+].[K+].[F:36][C:37]1[CH:73]=[N:72][C:40]2[N:41]([C:65]3[CH:70]=[CH:69][CH:68]=[C:67](I)[CH:66]=3)[C:42](=[O:64])[N:43]([C@H:46]3[CH2:51][CH2:50][C@@H:49]([NH:52][CH2:53][C:54]4[N:55]=[C:56]5[CH:61]=[CH:60][C:59]([F:62])=[CH:58][N:57]5[CH:63]=4)[CH2:48][CH2:47]3)[C:44](=[O:45])[C:39]=2[CH:38]=1.[CH:74]([C:76]1[CH:81]=[CH:80][C:79](B(O)O)=[CH:78][CH:77]=1)=[O:75].[C:85](OC(OC(C)(C)C)=O)([O:87][C:88]([CH3:91])([CH3:90])[CH3:89])=[O:86]. The catalyst is C(#N)C.O.C([O-])(=O)C.[Pd+2].C([O-])(=O)C. The product is [C:88]([O:87][C:85](=[O:86])[N:52]([C@H:49]1[CH2:50][CH2:51][C@@H:46]([N:43]2[C:44](=[O:45])[C:39]3[CH:38]=[C:37]([F:36])[CH:73]=[N:72][C:40]=3[N:41]([C:65]3[CH:66]=[C:67]([C:79]4[CH:80]=[CH:81][C:76]([CH:74]=[O:75])=[CH:77][CH:78]=4)[CH:68]=[CH:69][CH:70]=3)[C:42]2=[O:64])[CH2:47][CH2:48]1)[CH2:53][C:54]1[N:55]=[C:56]2[CH:61]=[CH:60][C:59]([F:62])=[CH:58][N:57]2[CH:63]=1)([CH3:91])([CH3:90])[CH3:89]. The yield is 0.330. (4) The reactants are CC1(C)C2C(=C(P(C3C=CC=CC=3)C3C=CC=CC=3)C=CC=2)OC2C(P(C3C=CC=CC=3)C3C=CC=CC=3)=CC=CC1=2.Cl[C:44]1[CH:45]=[CH:46][C:47]2[CH2:53][N:52]([CH3:54])[CH2:51][CH:50]([CH:55]3[CH2:58][C:57]([F:60])([F:59])[CH2:56]3)[O:49][C:48]=2[N:61]=1.[CH3:62][O:63][C:64]1[N:69]=[C:68]([NH2:70])[CH:67]=[CH:66][C:65]=1[C:71]1[CH:72]=[N:73][N:74]([CH3:76])[CH:75]=1.C(=O)([O-])[O-].[Cs+].[Cs+]. The catalyst is O1CCOCC1.C([O-])(=O)C.[Pd+2].C([O-])(=O)C. The product is [F:59][C:57]1([F:60])[CH2:58][CH:55]([CH:50]2[CH2:51][N:52]([CH3:54])[CH2:53][C:47]3[CH:46]=[CH:45][C:44]([NH:70][C:68]4[CH:67]=[CH:66][C:65]([C:71]5[CH:72]=[N:73][N:74]([CH3:76])[CH:75]=5)=[C:64]([O:63][CH3:62])[N:69]=4)=[N:61][C:48]=3[O:49]2)[CH2:56]1. The yield is 0.560. (5) The reactants are Br[C:2]1[N:3]=[C:4]([O:9][CH3:10])[C:5]([NH2:8])=[N:6][CH:7]=1.[C:11]1(B(O)O)[CH:16]=[CH:15][CH:14]=[CH:13][CH:12]=1.C([O-])([O-])=O.[Na+].[Na+]. The catalyst is C1(C)C=CC=CC=1.C(O)C.CCOC(C)=O.Cl[Pd](Cl)([P](C1C=CC=CC=1)(C1C=CC=CC=1)C1C=CC=CC=1)[P](C1C=CC=CC=1)(C1C=CC=CC=1)C1C=CC=CC=1. The product is [CH3:10][O:9][C:4]1[C:5]([NH2:8])=[N:6][CH:7]=[C:2]([C:11]2[CH:16]=[CH:15][CH:14]=[CH:13][CH:12]=2)[N:3]=1. The yield is 0.820. (6) The reactants are [C:1]([Si:5]([CH3:22])([CH3:21])[O:6][C@H:7]1[CH2:12][CH2:11][C@H:10]([NH:13][C:14](=[O:20])[CH2:15][CH2:16][CH2:17][CH2:18]Cl)[CH2:9][CH2:8]1)([CH3:4])([CH3:3])[CH3:2].[H-].[Na+]. The catalyst is C1COCC1. The product is [C:1]([Si:5]([CH3:22])([CH3:21])[O:6][C@H:7]1[CH2:12][CH2:11][C@H:10]([N:13]2[CH2:18][CH2:17][CH2:16][CH2:15][C:14]2=[O:20])[CH2:9][CH2:8]1)([CH3:4])([CH3:3])[CH3:2]. The yield is 0.740. (7) The reactants are [CH2:1]([C:3]1[CH:4]=[C:5]2[C:9](=[CH:10][CH:11]=1)[NH:8][CH:7]=[C:6]2[CH2:12][CH:13](C(O)=O)[C:14]([OH:16])=[O:15])[CH3:2].C(=O)=O. No catalyst specified. The product is [CH2:1]([C:3]1[CH:4]=[C:5]2[C:9](=[CH:10][CH:11]=1)[NH:8][CH:7]=[C:6]2[CH2:12][CH2:13][C:14]([OH:16])=[O:15])[CH3:2]. The yield is 0.577. (8) The reactants are [N:1]1([CH2:7][C:8]2[S:27][C:11]3[N:12]([C:21]4[CH:26]=[CH:25][CH:24]=[CH:23][CH:22]=4)[N:13]=[C:14]([C:17]([O:19]C)=O)[C:15](=[O:16])[C:10]=3[CH:9]=2)[CH2:6][CH2:5][O:4][CH2:3][CH2:2]1.[Cl:28][C:29]1[CH:36]=[CH:35][C:32]([CH2:33][NH2:34])=[CH:31][CH:30]=1. No catalyst specified. The product is [Cl:28][C:29]1[CH:36]=[CH:35][C:32]([CH2:33][NH:34][C:17]([C:14]2[C:15](=[O:16])[C:10]3[CH:9]=[C:8]([CH2:7][N:1]4[CH2:2][CH2:3][O:4][CH2:5][CH2:6]4)[S:27][C:11]=3[N:12]([C:21]3[CH:22]=[CH:23][CH:24]=[CH:25][CH:26]=3)[N:13]=2)=[O:19])=[CH:31][CH:30]=1. The yield is 0.650.